Predict the product of the given reaction. From a dataset of Forward reaction prediction with 1.9M reactions from USPTO patents (1976-2016). Given the reactants [Cl:1][C:2]1[CH:7]=[CH:6][C:5]([N:8]2[C:16](=[O:17])[C:15]3[C:10](=[CH:11][CH:12]=[CH:13][CH:14]=3)[C:9]2=[O:18])=[CH:4][C:3]=1[C:19]1[N:20]=[C:21]2[N:26]=[CH:25][C:24]([NH:27][C:28](=[O:33])[O:29][CH:30]([CH3:32])[CH3:31])=[CH:23][N:22]2[CH:34]=1.[H-].[Na+].I[CH3:38], predict the reaction product. The product is: [Cl:1][C:2]1[CH:7]=[CH:6][C:5]([N:8]2[C:9](=[O:18])[C:10]3[C:15](=[CH:14][CH:13]=[CH:12][CH:11]=3)[C:16]2=[O:17])=[CH:4][C:3]=1[C:19]1[N:20]=[C:21]2[N:26]=[CH:25][C:24]([N:27]([CH3:38])[C:28](=[O:33])[O:29][CH:30]([CH3:31])[CH3:32])=[CH:23][N:22]2[CH:34]=1.